This data is from Forward reaction prediction with 1.9M reactions from USPTO patents (1976-2016). The task is: Predict the product of the given reaction. (1) The product is: [CH2:1]([O:8][C:9](=[O:30])[NH:10][CH:11]([C:13]1[CH:18]=[CH:17][C:16]([O:19][C:20]2[CH:25]=[CH:24][C:23]([Cl:26])=[CH:22][C:21]=2[NH2:27])=[CH:15][CH:14]=1)[CH3:12])[C:2]1[CH:7]=[CH:6][CH:5]=[CH:4][CH:3]=1. Given the reactants [CH2:1]([O:8][C:9](=[O:30])[NH:10][CH:11]([C:13]1[CH:18]=[CH:17][C:16]([O:19][C:20]2[CH:25]=[CH:24][C:23]([Cl:26])=[CH:22][C:21]=2[N+:27]([O-])=O)=[CH:15][CH:14]=1)[CH3:12])[C:2]1[CH:7]=[CH:6][CH:5]=[CH:4][CH:3]=1.Cl[Sn]Cl, predict the reaction product. (2) Given the reactants [F:1][C:2]1[CH:9]=[CH:8][C:5]([CH:6]=[CH2:7])=[CH:4][CH:3]=1.[N+](=[CH:12][C:13]([O:15][CH2:16][CH3:17])=[O:14])=[N-], predict the reaction product. The product is: [CH2:16]([O:15][C:13]([CH:12]1[CH2:7][CH:6]1[C:5]1[CH:8]=[CH:9][C:2]([F:1])=[CH:3][CH:4]=1)=[O:14])[CH3:17]. (3) Given the reactants [OH:1][CH:2](CO)[CH2:3][C:4]1[CH:5]=[C:6]2[C:10](=[CH:11][CH:12]=1)[CH2:9][N:8]([C:13]([O:15][CH2:16][C:17]1[CH:22]=[CH:21][CH:20]=[CH:19][CH:18]=1)=[O:14])[CH2:7]2.I([O-])(=O)(=O)=O.[Na+], predict the reaction product. The product is: [O:1]=[CH:2][CH2:3][C:4]1[CH:5]=[C:6]2[C:10](=[CH:11][CH:12]=1)[CH2:9][N:8]([C:13]([O:15][CH2:16][C:17]1[CH:22]=[CH:21][CH:20]=[CH:19][CH:18]=1)=[O:14])[CH2:7]2. (4) Given the reactants [N:1]1[C:10]2[C:5](=[CH:6][C:7]([C:11]([O:13][CH2:14][CH3:15])=[O:12])=[CH:8][CH:9]=2)[CH:4]=[CH:3][CH:2]=1.[Cl:16]C1C=CC=C(C(OO)=O)C=1, predict the reaction product. The product is: [Cl:16][C:2]1[CH:3]=[CH:4][C:5]2[C:10](=[CH:9][CH:8]=[C:7]([C:11]([O:13][CH2:14][CH3:15])=[O:12])[CH:6]=2)[N:1]=1.